Dataset: Forward reaction prediction with 1.9M reactions from USPTO patents (1976-2016). Task: Predict the product of the given reaction. (1) Given the reactants [Cl:1][C:2]1[CH:7]=[CH:6][CH:5]=[CH:4][C:3]=1[C:8]1[CH:13]=[CH:12][C:11]([C:14]([NH:16][C@@H:17]([CH2:21][C:22]2[C:27]([F:28])=[CH:26][CH:25]=[CH:24][C:23]=2[F:29])[C:18](O)=[O:19])=[O:15])=[CH:10][N:9]=1.[NH2:30][CH2:31][C:32]#[N:33].CN(C(ON1N=NC2C=CC=CC1=2)=[N+](C)C)C.F[P-](F)(F)(F)(F)F.CN1CCOCC1.[Cl-].[NH4+], predict the reaction product. The product is: [Cl:1][C:2]1[CH:7]=[CH:6][CH:5]=[CH:4][C:3]=1[C:8]1[CH:13]=[CH:12][C:11]([C:14]([NH:16][C@H:17]([C:18](=[O:19])[NH:33][CH2:32][C:31]#[N:30])[CH2:21][C:22]2[C:27]([F:28])=[CH:26][CH:25]=[CH:24][C:23]=2[F:29])=[O:15])=[CH:10][N:9]=1. (2) The product is: [CH3:3][O:4][C:5]1[CH:6]=[C:7]([NH:17][C:18]2[N:33]=[C:21]3[C:22]([C:27]4[CH2:28][CH2:29][N:30]([C:35]([O:37][CH2:38][CH3:39])=[O:36])[CH2:31][CH:32]=4)=[CH:23][C:24]([CH3:26])=[CH:25][N:20]3[N:19]=2)[CH:8]=[CH:9][C:10]=1[N:11]1[CH:15]=[C:14]([CH3:16])[N:13]=[CH:12]1. Given the reactants Cl.Cl.[CH3:3][O:4][C:5]1[CH:6]=[C:7]([NH:17][C:18]2[N:33]=[C:21]3[C:22]([C:27]4[CH2:28][CH2:29][NH:30][CH2:31][CH:32]=4)=[CH:23][C:24]([CH3:26])=[CH:25][N:20]3[N:19]=2)[CH:8]=[CH:9][C:10]=1[N:11]1[CH:15]=[C:14]([CH3:16])[N:13]=[CH:12]1.Cl[C:35]([O:37][CH2:38][CH3:39])=[O:36].C(Cl)Cl, predict the reaction product. (3) Given the reactants [O:1]=[O+][O-].[Si:4]([O:11][CH:12]([C:14]1[O:15][C:16](=[O:26])[C:17]2[C:22]([C:23]=1[CH:24]=C)=[CH:21][CH:20]=[CH:19][CH:18]=2)[CH3:13])([C:7]([CH3:10])([CH3:9])[CH3:8])([CH3:6])[CH3:5].C1C=CC(P(C2C=CC=CC=2)C2C=CC=CC=2)=CC=1, predict the reaction product. The product is: [Si:4]([O:11][CH:12]([C:14]1[O:15][C:16](=[O:26])[C:17]2[C:22]([C:23]=1[CH:24]=[O:1])=[CH:21][CH:20]=[CH:19][CH:18]=2)[CH3:13])([C:7]([CH3:10])([CH3:8])[CH3:9])([CH3:6])[CH3:5]. (4) Given the reactants C[O:2][C:3]1C=CC(C(Cl)(C2C=CC=CC=2)C2C=CC=CC=2)=C[CH:4]=1.[Cl:23][C@@:24]1([F:60])[C@H:28]([O:29][Si](C(C)C)(C(C)C)C(C)C)[C@@H:27]([CH2:40][O:41][Si](C(C)C)(C(C)C)C(C)C)[O:26][C@H:25]1[N:52]1[CH:57]=[CH:56][C:55](=[O:58])[NH:54][C:53]1=[O:59], predict the reaction product. The product is: [C:3]([O:29][C@H:28]1[C@@:24]([Cl:23])([F:60])[C@H:25]([N:52]2[CH:57]=[CH:56][C:55](=[O:58])[NH:54][C:53]2=[O:59])[O:26][C@@H:27]1[CH2:40][OH:41])(=[O:2])[CH3:4]. (5) Given the reactants Cl.C(OC([N:9]1[C@H:14]([CH2:15][NH:16][C:17](=[O:22])[C:18]([F:21])([F:20])[F:19])[CH2:13][C@H:12]2[C@@H:10]1[CH2:11]2)=O)(C)(C)C, predict the reaction product. The product is: [C@H:10]12[CH2:11][C@H:12]1[CH2:13][C@@H:14]([CH2:15][NH:16][C:17](=[O:22])[C:18]([F:20])([F:21])[F:19])[NH:9]2. (6) Given the reactants C([O:8][CH2:9][CH2:10][PH:11](=[O:22])[CH2:12][CH2:13][O:14]CC1C=CC=CC=1)C1C=CC=CC=1.C(Cl)(Cl)(Cl)Cl.[N:28]1[CH:33]=[CH:32][CH:31]=[CH:30][C:29]=1[S:34][S:35][CH2:36][CH2:37][CH2:38][NH2:39].[OH-].[Na+], predict the reaction product. The product is: [OH:14][CH2:13][CH2:12][P:11]([CH2:10][CH2:9][OH:8])(=[O:22])[NH:39][CH2:38][CH2:37][CH2:36][S:35][S:34][C:29]1[CH:30]=[CH:31][CH:32]=[CH:33][N:28]=1. (7) Given the reactants Cl.Cl.[CH3:3][CH:4]1[C:9]2[N:10]=[CH:11][NH:12][C:8]=2[CH2:7][CH2:6][NH:5]1.C([O-])([O-])=O.[K+].[K+].Cl[C:20]([O:22][CH3:23])=[O:21].[OH-].[Na+].Cl, predict the reaction product. The product is: [CH3:3][CH:4]1[C:9]2[N:10]=[CH:11][NH:12][C:8]=2[CH2:7][CH2:6][N:5]1[C:20]([O:22][CH3:23])=[O:21]. (8) Given the reactants [CH2:1]([O:3][C:4](=[O:13])[C:5]1[CH:10]=[C:9]([F:11])[CH:8]=[N:7][C:6]=1Cl)[CH3:2].C(C1C(F)=CN=C(Cl)C=1C(O)=O)C.[CH3:27][S:28][C:29]1[CH:30]=[C:31]([OH:35])[CH:32]=[CH:33][CH:34]=1.C(=O)([O-])[O-].[Cs+].[Cs+], predict the reaction product. The product is: [CH2:1]([O:3][C:4](=[O:13])[C:5]1[CH:10]=[C:9]([F:11])[CH:8]=[N:7][C:6]=1[O:35][C:31]1[CH:32]=[CH:33][CH:34]=[C:29]([S:28][CH3:27])[CH:30]=1)[CH3:2].